This data is from hERG potassium channel inhibition data for cardiac toxicity prediction from Karim et al.. The task is: Regression/Classification. Given a drug SMILES string, predict its toxicity properties. Task type varies by dataset: regression for continuous values (e.g., LD50, hERG inhibition percentage) or binary classification for toxic/non-toxic outcomes (e.g., AMES mutagenicity, cardiotoxicity, hepatotoxicity). Dataset: herg_karim. (1) The drug is O=C(CN1C(=O)C2(CCCCC2)OC1c1cc(F)cc(F)c1)Nc1ccc2c(c1)C[C@@]1(C2)C(=O)Nc2ncccc21. The result is 0 (non-blocker). (2) The drug is COc1cc(CCN2CCN(CC(O)c3ccc4c(c3C)COC4=O)CC2)ccc1C#N. The result is 1 (blocker).